Task: Predict the product of the given reaction.. Dataset: Forward reaction prediction with 1.9M reactions from USPTO patents (1976-2016) Given the reactants ClC1C=C[C:5]([C:6]([NH:8][OH:9])=[NH:7])=CC=1.[N:12]1[CH:17]=[CH:16][CH:15]=[N:14]C=1C#N.Cl.NO.C(=O)([O-])[O-].[Na+].[Na+], predict the reaction product. The product is: [OH:9][NH:8][C:6]([C:5]1[N:14]=[CH:15][CH:16]=[CH:17][N:12]=1)=[NH:7].